Regression/Classification. Given a drug SMILES string, predict its absorption, distribution, metabolism, or excretion properties. Task type varies by dataset: regression for continuous measurements (e.g., permeability, clearance, half-life) or binary classification for categorical outcomes (e.g., BBB penetration, CYP inhibition). For this dataset (clearance_hepatocyte_az), we predict log10(clearance) (log10 of the in vitro intrinsic clearance, CLint, in uL/min per 10^6 hepatocytes; values are censored to the assay range of 3 to 150, which is 0.477 to 2.18 on this log10 scale). From a dataset of Hepatocyte clearance measurements from AstraZeneca. The drug is O=c1[nH]c2c(O)ccc([C@@H](O)CNCCc3cccc(CNCCc4ccccc4F)c3)c2s1. The log10(clearance) is 1.34.